This data is from Forward reaction prediction with 1.9M reactions from USPTO patents (1976-2016). The task is: Predict the product of the given reaction. Given the reactants [NH2:1][C:2]1[N:7]=[C:6]([O:8][CH2:9][C:10]([OH:12])=O)[C:5]([C:13]2[CH:18]=[CH:17][C:16](=[O:19])[N:15]([CH:20]([CH3:22])[CH3:21])[N:14]=2)=[C:4]([C:23]2[CH:28]=[CH:27][CH:26]=[CH:25][CH:24]=2)[N:3]=1.Cl.[CH3:30][NH:31][CH3:32], predict the reaction product. The product is: [NH2:1][C:2]1[N:7]=[C:6]([O:8][CH2:9][C:10]([N:31]([CH3:32])[CH3:30])=[O:12])[C:5]([C:13]2[CH:18]=[CH:17][C:16](=[O:19])[N:15]([CH:20]([CH3:21])[CH3:22])[N:14]=2)=[C:4]([C:23]2[CH:28]=[CH:27][CH:26]=[CH:25][CH:24]=2)[N:3]=1.